This data is from NCI-60 drug combinations with 297,098 pairs across 59 cell lines. The task is: Regression. Given two drug SMILES strings and cell line genomic features, predict the synergy score measuring deviation from expected non-interaction effect. (1) Drug 1: CN(C)N=NC1=C(NC=N1)C(=O)N. Drug 2: CC1=C(N=C(N=C1N)C(CC(=O)N)NCC(C(=O)N)N)C(=O)NC(C(C2=CN=CN2)OC3C(C(C(C(O3)CO)O)O)OC4C(C(C(C(O4)CO)O)OC(=O)N)O)C(=O)NC(C)C(C(C)C(=O)NC(C(C)O)C(=O)NCCC5=NC(=CS5)C6=NC(=CS6)C(=O)NCCC[S+](C)C)O. Cell line: NCI-H322M. Synergy scores: CSS=0.983, Synergy_ZIP=0.881, Synergy_Bliss=2.08, Synergy_Loewe=-1.75, Synergy_HSA=0.157. (2) Drug 1: CCCS(=O)(=O)NC1=C(C(=C(C=C1)F)C(=O)C2=CNC3=C2C=C(C=N3)C4=CC=C(C=C4)Cl)F. Drug 2: C1CC(C1)(C(=O)O)C(=O)O.[NH2-].[NH2-].[Pt+2]. Cell line: A549. Synergy scores: CSS=18.4, Synergy_ZIP=-10.1, Synergy_Bliss=-0.494, Synergy_Loewe=-6.53, Synergy_HSA=-1.27.